This data is from Reaction yield outcomes from USPTO patents with 853,638 reactions. The task is: Predict the reaction yield, written as a fraction of the theoretical maximum amount of product (1.0 means a 100% yield; for example, 0.34 means a 34% yield). (1) The reactants are O=C1C2C(=CC=CC=2)C(=O)[N:3]1[CH:12]1[CH2:20][C:19]2[C:14](=[CH:15][CH:16]=[C:17]([S:21][C:22](=[O:26])[N:23]([CH3:25])[CH3:24])[CH:18]=2)[CH2:13]1.NN. The catalyst is CCO. The product is [NH2:3][CH:12]1[CH2:20][C:19]2[C:14](=[CH:15][CH:16]=[C:17]([S:21][C:22](=[O:26])[N:23]([CH3:24])[CH3:25])[CH:18]=2)[CH2:13]1. The yield is 0.950. (2) The reactants are C[O:2][C:3](=O)[C:4]1[CH:9]=[CH:8][C:7]([C:10]([N:12]2[CH2:17][CH2:16][N:15]([CH:18]([CH3:20])[CH3:19])[CH2:14][CH2:13]2)=[O:11])=[N:6][CH:5]=1.C(O[AlH-](OC(C)(C)C)OC(C)(C)C)(C)(C)C.[Li+]. The catalyst is C1COCC1. The product is [OH:2][CH2:3][C:4]1[CH:9]=[CH:8][C:7]([C:10]([N:12]2[CH2:13][CH2:14][N:15]([CH:18]([CH3:20])[CH3:19])[CH2:16][CH2:17]2)=[O:11])=[N:6][CH:5]=1. The yield is 0.610.